Dataset: NCI-60 drug combinations with 297,098 pairs across 59 cell lines. Task: Regression. Given two drug SMILES strings and cell line genomic features, predict the synergy score measuring deviation from expected non-interaction effect. (1) Drug 1: CC=C1C(=O)NC(C(=O)OC2CC(=O)NC(C(=O)NC(CSSCCC=C2)C(=O)N1)C(C)C)C(C)C. Drug 2: CC1CCC2CC(C(=CC=CC=CC(CC(C(=O)C(C(C(=CC(C(=O)CC(OC(=O)C3CCCCN3C(=O)C(=O)C1(O2)O)C(C)CC4CCC(C(C4)OC)OCCO)C)C)O)OC)C)C)C)OC. Cell line: SK-OV-3. Synergy scores: CSS=61.1, Synergy_ZIP=-1.21, Synergy_Bliss=-1.65, Synergy_Loewe=-35.8, Synergy_HSA=-0.906. (2) Drug 1: C1CC(C1)(C(=O)O)C(=O)O.[NH2-].[NH2-].[Pt+2]. Drug 2: C1CN(CCN1C(=O)CCBr)C(=O)CCBr. Cell line: HCT116. Synergy scores: CSS=53.7, Synergy_ZIP=-6.84, Synergy_Bliss=-4.60, Synergy_Loewe=0.966, Synergy_HSA=1.72. (3) Drug 1: CN1CCC(CC1)COC2=C(C=C3C(=C2)N=CN=C3NC4=C(C=C(C=C4)Br)F)OC. Drug 2: CN(CCCl)CCCl.Cl. Cell line: OVCAR-4. Synergy scores: CSS=4.14, Synergy_ZIP=-2.69, Synergy_Bliss=-5.50, Synergy_Loewe=-7.88, Synergy_HSA=-6.85. (4) Drug 1: CC1C(C(CC(O1)OC2CC(CC3=C2C(=C4C(=C3O)C(=O)C5=C(C4=O)C(=CC=C5)OC)O)(C(=O)C)O)N)O.Cl. Drug 2: C1CC(=O)NC(=O)C1N2C(=O)C3=CC=CC=C3C2=O. Cell line: SK-MEL-2. Synergy scores: CSS=17.6, Synergy_ZIP=-4.26, Synergy_Bliss=3.04, Synergy_Loewe=-7.15, Synergy_HSA=2.79. (5) Drug 1: CCCS(=O)(=O)NC1=C(C(=C(C=C1)F)C(=O)C2=CNC3=C2C=C(C=N3)C4=CC=C(C=C4)Cl)F. Drug 2: CN1C2=C(C=C(C=C2)N(CCCl)CCCl)N=C1CCCC(=O)O.Cl. Cell line: UACC62. Synergy scores: CSS=41.8, Synergy_ZIP=2.99, Synergy_Bliss=2.04, Synergy_Loewe=-8.35, Synergy_HSA=2.81. (6) Cell line: HCC-2998. Synergy scores: CSS=43.6, Synergy_ZIP=-1.58, Synergy_Bliss=-1.23, Synergy_Loewe=4.15, Synergy_HSA=5.77. Drug 1: CCC1=C2CN3C(=CC4=C(C3=O)COC(=O)C4(CC)O)C2=NC5=C1C=C(C=C5)O. Drug 2: C1CCC(C(C1)N)N.C(=O)(C(=O)[O-])[O-].[Pt+4]. (7) Drug 1: C1CCC(C1)C(CC#N)N2C=C(C=N2)C3=C4C=CNC4=NC=N3. Drug 2: C1=NC2=C(N=C(N=C2N1C3C(C(C(O3)CO)O)F)Cl)N. Cell line: 786-0. Synergy scores: CSS=24.4, Synergy_ZIP=-1.90, Synergy_Bliss=-0.761, Synergy_Loewe=-30.9, Synergy_HSA=-0.0481.